This data is from Forward reaction prediction with 1.9M reactions from USPTO patents (1976-2016). The task is: Predict the product of the given reaction. Given the reactants [N:1]1([C:6]2[CH:11]=[CH:10][C:9]([C:12]3[N:17]=[C:16]([C:18]([Cl:21])([Cl:20])[Cl:19])[N:15]=[C:14]([N:22]4[CH2:27][CH:26]5[CH2:28][CH2:29][CH:23]4[CH2:24][N:25]5C(OC(C)(C)C)=O)[N:13]=3)=[CH:8][CH:7]=2)[CH2:5][CH2:4][CH2:3][CH2:2]1.Cl.O1CCOCC1, predict the reaction product. The product is: [ClH:19].[N:1]1([C:6]2[CH:7]=[CH:8][C:9]([C:12]3[N:17]=[C:16]([C:18]([Cl:20])([Cl:19])[Cl:21])[N:15]=[C:14]([N:22]4[CH2:27][CH:26]5[CH2:28][CH2:29][CH:23]4[CH2:24][NH:25]5)[N:13]=3)=[CH:10][CH:11]=2)[CH2:5][CH2:4][CH2:3][CH2:2]1.